Predict the product of the given reaction. From a dataset of Forward reaction prediction with 1.9M reactions from USPTO patents (1976-2016). (1) The product is: [C:1]([O:4][C@H:5]([C:8]#[C:9][C:10]#[C:11][C@H:12]([NH:22][C:33](=[O:34])[C:32]1[CH:36]=[CH:37][CH:38]=[CH:39][C:31]=1[Cl:30])[CH2:13][CH2:14][CH2:15][CH2:16][CH2:17][CH2:18][CH2:19][CH2:20][CH3:21])[CH:6]=[CH2:7])(=[O:3])[CH3:2]. Given the reactants [C:1]([O:4][C@H:5]([C:8]#[C:9][C:10]#[C:11][C@H:12]([NH2:22])[CH2:13][CH2:14][CH2:15][CH2:16][CH2:17][CH2:18][CH2:19][CH2:20][CH3:21])[CH:6]=[CH2:7])(=[O:3])[CH3:2].C(N(CC)CC)C.[Cl:30][C:31]1[CH:39]=[CH:38][CH:37]=[CH:36][C:32]=1[C:33](Cl)=[O:34], predict the reaction product. (2) The product is: [CH3:18][C:4]1([CH3:3])[C:12]2[CH:11]=[C:10]([NH2:39])[CH:9]=[CH:8][C:7]=2[C:6]([C:23]2[CH:24]=[CH:25][C:26]([NH2:27])=[CH:29][CH:28]=2)([CH3:1])[CH2:5]1.[CH:31]1[C:12]([C:7]([C:6]2[CH:1]=[CH:2][C:3]3[C:21]([O:20][C:18](=[O:19])[C:4]=3[CH:5]=2)=[O:22])=[O:45])=[CH:11][C:10]2[C:13]([O:15][C:16](=[O:17])[C:9]=2[CH:8]=1)=[O:14]. Given the reactants [CH:1]1[C:6]([C:7]2[CH:12]=[CH:11][C:10]3[C:13]([O:15][C:16](=[O:17])[C:9]=3[CH:8]=2)=[O:14])=[CH:5][C:4]2[C:18]([O:20][C:21](=[O:22])[C:3]=2[CH:2]=1)=[O:19].[CH2:23]([CH2:28][CH2:29]N)[CH2:24][CH2:25][CH2:26][NH2:27].[C:31]1(=O)OC(CC)CC1.[N:39]1C=CC=CC=1.[OH2:45], predict the reaction product.